Dataset: Forward reaction prediction with 1.9M reactions from USPTO patents (1976-2016). Task: Predict the product of the given reaction. (1) The product is: [NH2:26][CH:24]([C:20]1[CH:19]=[C:18]([NH:17][C:14]2[N:15]=[C:16]3[C:8]([C:6]([NH:5][C:1]([CH3:2])([CH3:4])[CH3:3])=[O:7])=[CH:9][NH:10][C:11]3=[N:12][CH:13]=2)[CH:23]=[CH:22][CH:21]=1)[CH3:25]. Given the reactants [C:1]([NH:5][C:6]([C:8]1[C:16]2[C:11](=[N:12][CH:13]=[C:14]([NH:17][C:18]3[CH:19]=[C:20]([CH:24]([NH:26]C(=O)OC(C)(C)C)[CH3:25])[CH:21]=[CH:22][CH:23]=3)[N:15]=2)[N:10](COCC[Si](C)(C)C)[CH:9]=1)=[O:7])([CH3:4])([CH3:3])[CH3:2].FC(F)(F)C(O)=O, predict the reaction product. (2) The product is: [Cl-:1].[Cl-:1].[CH3:2][C:3]([CH3:32])([CH3:31])[CH2:4][C:5]1[N:6]=[C:7]([CH:16]([F:30])[CH2:17][C:18]2[CH:23]=[CH:22][C:21]([C:24]3[CH:29]=[CH:28][CH:27]=[CH:26][NH+:25]=3)=[CH:20][CH:19]=2)[NH2+:8][CH:9]=1. Given the reactants [ClH:1].[CH3:2][C:3]([CH3:32])([CH3:31])[CH2:4][C:5]1[N:6]=[C:7]([CH:16]([F:30])[CH2:17][C:18]2[CH:23]=[CH:22][C:21]([C:24]3[CH:29]=[CH:28][CH:27]=[CH:26][N:25]=3)=[CH:20][CH:19]=2)[N:8](S(N(C)C)(=O)=O)[CH:9]=1, predict the reaction product. (3) Given the reactants [C:1](Cl)(=[O:4])[CH:2]=[CH2:3].[NH2:6][C:7]1[CH:34]=[CH:33][C:10]([O:11][C:12]2[C:17]([Cl:18])=[CH:16][N:15]=[C:14]([NH:19][C:20]3[CH:25]=[CH:24][C:23]([N:26]4[CH2:31][CH2:30][N:29]([CH3:32])[CH2:28][CH2:27]4)=[CH:22][CH:21]=3)[N:13]=2)=[CH:9][CH:8]=1.C(N(C(C)C)CC)(C)C, predict the reaction product. The product is: [Cl:18][C:17]1[C:12]([O:11][C:10]2[CH:33]=[CH:34][C:7]([NH:6][C:1](=[O:4])[CH:2]=[CH2:3])=[CH:8][CH:9]=2)=[N:13][C:14]([NH:19][C:20]2[CH:21]=[CH:22][C:23]([N:26]3[CH2:31][CH2:30][N:29]([CH3:32])[CH2:28][CH2:27]3)=[CH:24][CH:25]=2)=[N:15][CH:16]=1. (4) The product is: [CH2:12]([NH:11][S:8]([C:5]1[CH:6]=[CH:7][C:2]([N:16]2[CH2:21][CH2:20][NH:19][CH2:18][CH2:17]2)=[CH:3][CH:4]=1)(=[O:10])=[O:9])[CH:13]([CH3:15])[CH3:14]. Given the reactants F[C:2]1[CH:7]=[CH:6][C:5]([S:8]([NH:11][CH2:12][CH:13]([CH3:15])[CH3:14])(=[O:10])=[O:9])=[CH:4][CH:3]=1.[NH:16]1[CH2:21][CH2:20][NH:19][CH2:18][CH2:17]1, predict the reaction product. (5) Given the reactants CC(OI1(OC(C)=O)(OC(C)=O)OC(=O)C2C1=CC=CC=2)=O.[C:23]([Si:27]([C:62]1[CH:67]=[CH:66][CH:65]=[CH:64][CH:63]=1)([C:56]1[CH:61]=[CH:60][CH:59]=[CH:58][CH:57]=1)[O:28][CH:29]1[CH2:33][CH2:32][CH:31]([OH:34])[CH:30]1[CH2:35][O:36][C:37]([C:50]1[CH:55]=[CH:54][CH:53]=[CH:52][CH:51]=1)([C:44]1[CH:49]=[CH:48][CH:47]=[CH:46][CH:45]=1)[C:38]1[CH:43]=[CH:42][CH:41]=[CH:40][CH:39]=1)([CH3:26])([CH3:25])[CH3:24], predict the reaction product. The product is: [C:23]([Si:27]([C:56]1[CH:57]=[CH:58][CH:59]=[CH:60][CH:61]=1)([C:62]1[CH:67]=[CH:66][CH:65]=[CH:64][CH:63]=1)[O:28][CH:29]1[CH2:33][CH2:32][C:31](=[O:34])[CH:30]1[CH2:35][O:36][C:37]([C:44]1[CH:45]=[CH:46][CH:47]=[CH:48][CH:49]=1)([C:50]1[CH:51]=[CH:52][CH:53]=[CH:54][CH:55]=1)[C:38]1[CH:43]=[CH:42][CH:41]=[CH:40][CH:39]=1)([CH3:26])([CH3:24])[CH3:25].